From a dataset of Reaction yield outcomes from USPTO patents with 853,638 reactions. Predict the reaction yield, written as a fraction of the theoretical maximum amount of product (1.0 means a 100% yield; for example, 0.34 means a 34% yield). (1) The reactants are [CH2:1]([O:8][C:9]([N:11]1[C@H:16]([CH2:17][OH:18])[CH2:15][CH2:14][C@H:13]([C:19]([OH:21])=O)[CH2:12]1)=[O:10])[C:2]1[CH:7]=[CH:6][CH:5]=[CH:4][CH:3]=1.CN(C(ON1N=NC2C=CC=NC1=2)=[N+](C)C)C.F[P-](F)(F)(F)(F)F.Cl.[Cl:47][C:48]1[C:49]([CH2:54][NH2:55])=[N:50][CH:51]=[CH:52][N:53]=1.CCN(CC)CC. The catalyst is CN(C=O)C. The product is [Cl:47][C:48]1[C:49]([CH2:54][NH:55][C:19]([C@H:13]2[CH2:12][N:11]([C:9]([O:8][CH2:1][C:2]3[CH:3]=[CH:4][CH:5]=[CH:6][CH:7]=3)=[O:10])[C@H:16]([CH2:17][OH:18])[CH2:15][CH2:14]2)=[O:21])=[N:50][CH:51]=[CH:52][N:53]=1. The yield is 0.630. (2) The reactants are [F:8][C:7]([F:10])([F:9])[C:6](O[C:6](=[O:11])[C:7]([F:10])([F:9])[F:8])=[O:11].[NH2:14][C:15]1[CH:23]=[CH:22][C:21]([CH3:24])=[CH:20][C:16]=1[C:17]([OH:19])=[O:18]. The catalyst is O. The product is [CH3:24][C:21]1[CH:22]=[CH:23][C:15]([NH:14][C:6](=[O:11])[C:7]([F:8])([F:9])[F:10])=[C:16]([CH:20]=1)[C:17]([OH:19])=[O:18]. The yield is 0.910. (3) The reactants are [C:1]([C:3]1[C:4](=[O:25])[N:5]([C:11]2[CH:16]=[CH:15][C:14]([C:17]3([C:21]([O:23][CH3:24])=[O:22])[CH2:20][CH2:19][CH2:18]3)=[CH:13][CH:12]=2)[CH2:6][CH2:7]C=1OC)#[N:2].[N:26]#[C:27][NH2:28].[CH3:29][O-:30].[Na+].S(=O)(=O)(O)O.[CH3:37]O. No catalyst specified. The product is [NH2:26][C:27]1[C:3]2[C:4](=[O:25])[N:5]([C:11]3[CH:16]=[CH:15][C:14]([C:17]4([C:21]([O:23][CH3:24])=[O:22])[CH2:20][CH2:19][CH2:18]4)=[CH:13][CH:12]=3)[CH2:6][CH2:7][C:1]=2[N:2]=[C:29]([O:30][CH3:37])[N:28]=1. The yield is 0.670. (4) The reactants are [CH3:1][C:2]1[CH:3]=[C:4]2[C:13](=[CH:14][C:15]=1[C:16](OC)=[O:17])[C:12]1[N:8]([CH:9]=[C:10]([C:20]3[N:24]([CH:25]([CH3:27])[CH3:26])[N:23]=[CH:22][N:21]=3)[N:11]=1)[CH2:7][CH2:6][O:5]2.[H-].[H-].[H-].[H-].[Li+].[Al+3]. The catalyst is C1COCC1. The product is [CH3:1][C:2]1[CH:3]=[C:4]2[C:13](=[CH:14][C:15]=1[CH2:16][OH:17])[C:12]1[N:8]([CH:9]=[C:10]([C:20]3[N:24]([CH:25]([CH3:27])[CH3:26])[N:23]=[CH:22][N:21]=3)[N:11]=1)[CH2:7][CH2:6][O:5]2. The yield is 1.00. (5) The reactants are [F:1][C:2]1[CH:7]=[CH:6][C:5]([N:8]([CH2:12][C:13]([CH3:15])=[CH2:14])[C:9](=[O:11])[CH3:10])=[CH:4][CH:3]=1.[Cl-].[Cl-].[Cl-].[Al+3].O. The catalyst is C(OCC)(=O)C. The product is [F:1][C:2]1[CH:3]=[C:4]2[C:5](=[CH:6][CH:7]=1)[N:8]([C:9](=[O:11])[CH3:10])[CH2:12][C:13]2([CH3:15])[CH3:14]. The yield is 1.00. (6) The reactants are Br[C:2]1[S:3][C:4]([CH3:8])=[C:5]([CH3:7])[N:6]=1.[CH2:9]([N:13]1[N:17]=[C:16]2[CH:18]=[CH:19][CH:20]=[CH:21][C:15]2=[N:14]1)[CH2:10][C:11]#[CH:12]. No catalyst specified. The product is [CH3:7][C:5]1[N:6]=[C:2]([C:12]#[C:11][CH2:10][CH2:9][N:13]2[N:14]=[C:15]3[CH:21]=[CH:20][CH:19]=[CH:18][C:16]3=[N:17]2)[S:3][C:4]=1[CH3:8]. The yield is 0.170. (7) The reactants are [Cl-].O[NH3+:3].[C:4](=[O:7])([O-])[OH:5].[Na+].CS(C)=O.[OH:13][CH:14]([CH3:51])[C:15]([CH3:50])([CH3:49])[O:16][C:17]1[CH:22]=[CH:21][C:20]([N:23]2[C:28](=[O:29])[C:27]([CH2:30][C:31]3[CH:36]=[CH:35][C:34]([C:37]4[C:38]([C:43]#[N:44])=[CH:39][CH:40]=[CH:41][CH:42]=4)=[CH:33][CH:32]=3)=[C:26]([CH2:45][CH2:46][CH3:47])[N:25]=[C:24]2[CH3:48])=[CH:19][CH:18]=1. The catalyst is O.C(OCC)(=O)C. The product is [OH:13][CH:14]([CH3:51])[C:15]([CH3:49])([CH3:50])[O:16][C:17]1[CH:22]=[CH:21][C:20]([N:23]2[C:28](=[O:29])[C:27]([CH2:30][C:31]3[CH:36]=[CH:35][C:34]([C:37]4[CH:42]=[CH:41][CH:40]=[CH:39][C:38]=4[C:43]4[NH:3][C:4](=[O:7])[O:5][N:44]=4)=[CH:33][CH:32]=3)=[C:26]([CH2:45][CH2:46][CH3:47])[N:25]=[C:24]2[CH3:48])=[CH:19][CH:18]=1. The yield is 0.680. (8) The reactants are B.[F:2][C:3]1[CH:4]=[C:5]2[C:9](=[CH:10][C:11]=1[C:12]1[CH:17]=[CH:16][CH:15]=[CH:14][CH:13]=1)[NH:8][CH:7]=[CH:6]2.C(O)(C(F)(F)F)=O.[OH-].[Na+]. The catalyst is C1COCC1.O. The product is [F:2][C:3]1[CH:4]=[C:5]2[C:9](=[CH:10][C:11]=1[C:12]1[CH:13]=[CH:14][CH:15]=[CH:16][CH:17]=1)[NH:8][CH2:7][CH2:6]2. The yield is 0.850. (9) The reactants are [CH3:1][Mg]Br.COC(=O)[C:7]1[CH:12]=[CH:11][CH:10]=[C:9]([Br:13])[CH:8]=1.CC[O:17][CH2:18][CH3:19]. The catalyst is C1COCC1. The product is [Br:13][C:9]1[CH:8]=[C:7]([C:18]([OH:17])([CH3:19])[CH3:1])[CH:12]=[CH:11][CH:10]=1. The yield is 0.930.